Dataset: Reaction yield outcomes from USPTO patents with 853,638 reactions. Task: Predict the reaction yield, written as a fraction of the theoretical maximum amount of product (1.0 means a 100% yield; for example, 0.34 means a 34% yield). (1) The reactants are [C:1]([CH:3]([CH:8]([C:10]1[CH:15]=[CH:14][C:13]([N:16]2[CH2:21][CH2:20][N:19]([CH3:22])[CH2:18][CH2:17]2)=[CH:12][CH:11]=1)[CH3:9])C(OC)=O)#[N:2].[Cl-].[Na+].CS(C)=O. The catalyst is O. The product is [CH3:22][N:19]1[CH2:20][CH2:21][N:16]([C:13]2[CH:14]=[CH:15][C:10]([CH:8]([CH3:9])[CH2:3][C:1]#[N:2])=[CH:11][CH:12]=2)[CH2:17][CH2:18]1. The yield is 0.796. (2) The reactants are [Cl-:1].[Cl-].[Cl-].[Al+3].[Cl:5][C:6]1[CH:14]=[CH:13][CH:12]=[CH:11][C:7]=1[C:8](Cl)=[O:9].[NH2:15][C:16]1[N:20]([C:21]2[C:26]([Cl:27])=[CH:25][C:24]([Cl:28])=[CH:23][C:22]=2[Cl:29])[N:19]=[C:18]([CH3:30])[CH:17]=1. The catalyst is ClC(Cl)C(Cl)Cl. The product is [Cl:5][C:6]1[CH:14]=[CH:13][CH:12]=[CH:11][C:7]=1[C:8]([NH:15][C:16]1[N:20]([C:21]2[C:26]([Cl:27])=[CH:25][C:24]([Cl:28])=[CH:23][C:22]=2[Cl:29])[N:19]=[C:18]([CH3:30])[C:17]=1[C:8](=[O:9])[C:7]1[CH:11]=[CH:12][CH:13]=[CH:14][C:6]=1[Cl:1])=[O:9]. The yield is 0.510. (3) The reactants are [Cl:1][C:2]1[CH:11]=[CH:10][CH:9]=[C:8]2[C:3]=1[CH:4]=[CH:5][CH:6]=[N:7]2. The catalyst is C(O)(=O)C.C(OCC)C.[Pt]=O. The product is [Cl:1][C:2]1[CH:11]=[CH:10][CH:9]=[C:8]2[C:3]=1[CH2:4][CH2:5][CH2:6][NH:7]2. The yield is 0.690. (4) The reactants are [C:1]([C:3]1[CH:8]=[CH:7][C:6]([NH:9][C:10]([CH:12]2[NH:16][CH:15]([CH2:17][C:18]([CH3:21])([CH3:20])[CH3:19])[C:14]3([C:29]4[C:24](=[CH:25][C:26]([Cl:31])=[CH:27][C:28]=4[F:30])[NH:23][C:22]3=[O:32])[CH:13]2[C:33]2[CH:38]=[CH:37][CH:36]=[C:35]([Cl:39])[C:34]=2[F:40])=[O:11])=[CH:5][CH:4]=1)#[N:2].[OH:41]O.[OH-].[Na+]. The catalyst is CS(C)=O. The product is [C:1]([C:3]1[CH:4]=[CH:5][C:6]([NH:9][C:10]([CH:12]2[NH:16][CH:15]([CH2:17][C:18]([CH3:21])([CH3:20])[CH3:19])[C:14]3([C:29]4[C:24](=[CH:25][C:26]([Cl:31])=[CH:27][C:28]=4[F:30])[NH:23][C:22]3=[O:32])[CH:13]2[C:33]2[CH:38]=[CH:37][CH:36]=[C:35]([Cl:39])[C:34]=2[F:40])=[O:11])=[CH:7][CH:8]=1)(=[O:41])[NH2:2]. The yield is 0.870. (5) The reactants are [NH2:1][C:2]1[C:11]2[C:6](=[C:7](Br)[CH:8]=[CH:9][CH:10]=2)[N:5]=[N:4][C:3]=1[C:13]([NH:15][CH2:16][CH2:17][CH3:18])=[O:14].[F:19][C:20]1[CH:21]=[C:22](B(O)O)[CH:23]=[N:24][C:25]=1[O:26][CH3:27]. No catalyst specified. The product is [NH2:1][C:2]1[C:11]2[C:6](=[C:7]([C:22]3[CH:23]=[N:24][C:25]([O:26][CH3:27])=[C:20]([F:19])[CH:21]=3)[CH:8]=[CH:9][CH:10]=2)[N:5]=[N:4][C:3]=1[C:13]([NH:15][CH2:16][CH2:17][CH3:18])=[O:14]. The yield is 0.480. (6) The reactants are C([Li])CCC.Br[C:7]1[CH:12]=[C:11]([CH3:13])[CH:10]=[CH:9][N:8]=1.CN(C)[C:16](=[O:18])[CH3:17].O. The catalyst is CCCCCC.C(OCC)C. The product is [CH3:13][C:11]1[CH:10]=[CH:9][N:8]=[C:7]([C:16](=[O:18])[CH3:17])[CH:12]=1. The yield is 0.590. (7) The catalyst is CN(C)C1C=CN=CC=1.ClCCl. The yield is 0.610. The reactants are Cl.CN(C)CCCN=C=NCC.[CH3:13][O:14][C:15]1[CH:23]=[CH:22][C:18]([C:19]([OH:21])=[O:20])=[CH:17][CH:16]=1.[Br:24][CH2:25][CH2:26][CH2:27]O. The product is [CH3:13][O:14][C:15]1[CH:23]=[CH:22][C:18]([C:19]([O:21][CH2:27][CH2:26][CH2:25][Br:24])=[O:20])=[CH:17][CH:16]=1.